This data is from Full USPTO retrosynthesis dataset with 1.9M reactions from patents (1976-2016). The task is: Predict the reactants needed to synthesize the given product. (1) Given the product [N:1]1[CH:6]=[CH:5][CH:4]=[C:3]([CH2:7][NH:8][C:9]([C:11]2[S:15][C:14]([C:16]3[CH:20]=[CH:19][N:18]([CH2:27][C:26]4[CH:29]=[CH:30][C:23]([Cl:22])=[CH:24][CH:25]=4)[N:17]=3)=[N:13][C:12]=2[CH3:21])=[O:10])[CH:2]=1, predict the reactants needed to synthesize it. The reactants are: [N:1]1[CH:6]=[CH:5][CH:4]=[C:3]([CH2:7][NH:8][C:9]([C:11]2[S:15][C:14]([C:16]3[NH:17][N:18]=[CH:19][CH:20]=3)=[N:13][C:12]=2[CH3:21])=[O:10])[CH:2]=1.[Cl:22][C:23]1[CH:30]=[CH:29][C:26]([CH2:27]Br)=[CH:25][CH:24]=1.C(=O)([O-])[O-].[K+].[K+]. (2) Given the product [CH3:4][NH:5][CH:6]1[CH2:11][CH2:10][CH2:9][CH2:8][CH:7]1[OH:12], predict the reactants needed to synthesize it. The reactants are: C(O[C:4](=O)[NH:5][CH:6]1[CH2:11][CH2:10][CH2:9][CH2:8][CH:7]1[OH:12])C.[H-].[H-].[H-].[H-].[Li+].[Al+3]. (3) Given the product [CH2:1]([O:4][C:5]1[CH:6]=[C:7]([CH:8]=[C:9]([CH3:11])[CH:10]=1)[O:12][C:14]1[CH:21]=[CH:20][C:17]([CH:18]=[O:19])=[CH:16][CH:15]=1)[CH:2]=[CH2:3], predict the reactants needed to synthesize it. The reactants are: [CH2:1]([O:4][C:5]1[CH:6]=[C:7]([OH:12])[CH:8]=[C:9]([CH3:11])[CH:10]=1)[CH:2]=[CH2:3].F[C:14]1[CH:21]=[CH:20][C:17]([CH:18]=[O:19])=[CH:16][CH:15]=1. (4) Given the product [CH2:6]([O:8][C:9]([C:11]1[C:20]2[C:15](=[CH:16][CH:17]=[CH:18][CH:19]=2)[C:14]([NH:21][C:36](=[O:37])[C:35]2[CH:39]=[CH:40][C:41]([O:42][CH3:43])=[C:33]([O:32][CH3:31])[CH:34]=2)=[CH:13][CH:12]=1)=[O:10])[CH3:7], predict the reactants needed to synthesize it. The reactants are: CS(O)(=O)=O.[CH2:6]([O:8][C:9]([C:11]1[C:20]2[C:15](=[CH:16][CH:17]=[CH:18][CH:19]=2)[C:14]([NH2:21])=[CH:13][CH:12]=1)=[O:10])[CH3:7].C(N(C(C)C)CC)(C)C.[CH3:31][O:32][C:33]1[CH:34]=[C:35]([CH:39]=[CH:40][C:41]=1[O:42][CH3:43])[C:36](Cl)=[O:37]. (5) Given the product [CH:36]1([CH2:35][O:32][NH:31][C:19]([C:11]2[O:12][C:13]3[CH:18]=[CH:17][N:16]=[CH:15][C:14]=3[C:10]=2[NH:9][C:3]2[CH:4]=[CH:5][C:6]([I:8])=[CH:7][C:2]=2[F:1])=[O:21])[CH2:37][CH2:38]1, predict the reactants needed to synthesize it. The reactants are: [F:1][C:2]1[CH:7]=[C:6]([I:8])[CH:5]=[CH:4][C:3]=1[NH:9][C:10]1[C:14]2[CH:15]=[N:16][CH:17]=[CH:18][C:13]=2[O:12][C:11]=1[C:19]([O:21]CC)=O.[OH-].[Na+].Cl.C1(C[NH:31][OH:32])CC1.C1C=[CH:35][C:36]2N(O)N=N[C:37]=2[CH:38]=1.CCN(C(C)C)C(C)C. (6) Given the product [CH:3]([O:34][C:32](=[O:33])[CH:31]([OH:35])[CH2:30][O:29][C:28]1[CH:27]=[CH:26][C:25]([C:24]([NH:23][C:21]([O:20][C:16]([CH3:17])([CH3:18])[CH3:19])=[O:22])=[NH:38])=[CH:37][CH:36]=1)([C:10]1[CH:15]=[CH:14][CH:13]=[CH:12][CH:11]=1)[C:4]1[CH:9]=[CH:8][CH:7]=[CH:6][CH:5]=1, predict the reactants needed to synthesize it. The reactants are: [N+](=[C:3]([C:10]1[CH:15]=[CH:14][CH:13]=[CH:12][CH:11]=1)[C:4]1[CH:9]=[CH:8][CH:7]=[CH:6][CH:5]=1)=[N-].[C:16]([O:20][C:21]([NH:23][C:24](=[NH:38])[C:25]1[CH:37]=[CH:36][C:28]([O:29][CH2:30][CH:31]([OH:35])[C:32]([OH:34])=[O:33])=[CH:27][CH:26]=1)=[O:22])([CH3:19])([CH3:18])[CH3:17]. (7) Given the product [CH3:1][O:2][C:3](=[O:11])[CH:4]([CH:5]1[CH2:6][CH2:7][O:8][CH2:9][CH2:10]1)[CH3:12], predict the reactants needed to synthesize it. The reactants are: [CH3:1][O:2][C:3](=[O:11])[CH2:4][CH:5]1[CH2:10][CH2:9][O:8][CH2:7][CH2:6]1.[CH:12]([N-]C(C)C)(C)C.[Li+].CI.Cl.